Dataset: Forward reaction prediction with 1.9M reactions from USPTO patents (1976-2016). Task: Predict the product of the given reaction. (1) Given the reactants [CH2:1]([O:8][C:9]1[CH:10]=[C:11]([CH:25]=[CH:26][C:27]=1[N+:28]([O-])=O)[O:12][CH:13]1[C:19](=[O:20])[NH:18][C:17]2[CH:21]=[CH:22][CH:23]=[CH:24][C:16]=2[CH2:15][CH2:14]1)[C:2]1[CH:7]=[CH:6][CH:5]=[CH:4][CH:3]=1, predict the reaction product. The product is: [NH2:28][C:27]1[CH:26]=[CH:25][C:11]([O:12][CH:13]2[C:19](=[O:20])[NH:18][C:17]3[CH:21]=[CH:22][CH:23]=[CH:24][C:16]=3[CH2:15][CH2:14]2)=[CH:10][C:9]=1[O:8][CH2:1][C:2]1[CH:7]=[CH:6][CH:5]=[CH:4][CH:3]=1. (2) Given the reactants [CH3:1][O:2][C:3]1[CH:12]=[C:11]2[C:6]([C:7](O)=[C:8]([CH3:14])[C:9]([CH3:13])=[N:10]2)=[CH:5][C:4]=1[CH3:16].O=P(Cl)(Cl)[Cl:19], predict the reaction product. The product is: [Cl:19][C:7]1[C:6]2[C:11](=[CH:12][C:3]([O:2][CH3:1])=[C:4]([CH3:16])[CH:5]=2)[N:10]=[C:9]([CH3:13])[C:8]=1[CH3:14].